This data is from Catalyst prediction with 721,799 reactions and 888 catalyst types from USPTO. The task is: Predict which catalyst facilitates the given reaction. (1) Reactant: [CH2:1]([C:4]1[CH:11]=[CH:10][C:7](C=O)=[CH:6][CH:5]=1)[CH2:2][CH3:3].[CH:12](OC)([O:15][CH3:16])[O:13][CH3:14].Cl. Product: [CH3:14][O:13][CH:12]([O:15][CH3:16])[C:7]1[CH:10]=[CH:11][C:4]([CH2:1][CH2:2][CH3:3])=[CH:5][CH:6]=1. The catalyst class is: 5. (2) Reactant: Br[C:2]1[CH:11]=[C:10]2[C:5]([CH:6]=[CH:7][N:8]=[C:9]2[O:12][C@H:13]2[CH2:17][N:16]([C:18](=[O:37])[C@H:19]([CH:31]3[CH2:36][CH2:35][CH2:34][CH2:33][CH2:32]3)[NH:20][C:21]([O:23][CH2:24][C:25]([CH3:30])([CH3:29])[CH2:26][CH:27]=[CH2:28])=[O:22])[C@H:15]([C:38]([O:40][CH2:41][CH3:42])=[O:39])[CH2:14]2)=[CH:4][C:3]=1[O:43][CH3:44].[CH2:45](C([Sn])=C(CCCC)CCCC)[CH2:46]CC. Product: [CH:31]1([C@H:19]([NH:20][C:21]([O:23][CH2:24][C:25]([CH3:30])([CH3:29])[CH2:26][CH:27]=[CH2:28])=[O:22])[C:18]([N:16]2[CH2:17][C@H:13]([O:12][C:9]3[C:10]4[C:5](=[CH:4][C:3]([O:43][CH3:44])=[C:2]([CH:45]=[CH2:46])[CH:11]=4)[CH:6]=[CH:7][N:8]=3)[CH2:14][C@H:15]2[C:38]([O:40][CH2:41][CH3:42])=[O:39])=[O:37])[CH2:36][CH2:35][CH2:34][CH2:33][CH2:32]1. The catalyst class is: 109. (3) Reactant: [C:1]([C:3]1[CH:24]=[C:23]([F:25])[CH:22]=[CH:21][C:4]=1[O:5][C:6]1[CH:7]=[C:8]2[C:12](=[CH:13][CH:14]=1)[N:11]([CH2:15][C:16]([N:18]([CH3:20])[CH3:19])=[O:17])[N:10]=[CH:9]2)#[N:2].N1C=CC=CC=1C1C=CC=CN=1.[BH4-].[Na+]. Product: [NH2:2][CH2:1][C:3]1[CH:24]=[C:23]([F:25])[CH:22]=[CH:21][C:4]=1[O:5][C:6]1[CH:7]=[C:8]2[C:12](=[CH:13][CH:14]=1)[N:11]([CH2:15][C:16]([N:18]([CH3:20])[CH3:19])=[O:17])[N:10]=[CH:9]2. The catalyst class is: 14. (4) Reactant: [CH3:1][C:2]([NH:26]C(=O)OC(C)(C)C)([CH3:25])[C:3]([NH:5][C:6]1[CH:7]=[N:8][C:9]([O:12][C:13]2[C:14]3[CH:15]4[CH2:23][C:16]4([CH3:24])[CH2:17][O:18][C:19]=3[CH:20]=[CH:21][CH:22]=2)=[CH:10][CH:11]=1)=[O:4].C(O)(C(F)(F)F)=O. Product: [CH3:25][C:2]([C:3]([NH:5][C:6]1[CH:7]=[N:8][C:9]([O:12][C:13]2[C:14]3[CH:15]4[CH2:23][C:16]4([CH3:24])[CH2:17][O:18][C:19]=3[CH:20]=[CH:21][CH:22]=2)=[CH:10][CH:11]=1)=[O:4])([CH3:1])[NH2:26]. The catalyst class is: 4.